Dataset: Forward reaction prediction with 1.9M reactions from USPTO patents (1976-2016). Task: Predict the product of the given reaction. The product is: [Cl:1][C:2]1[CH:3]=[C:4]2[C:9](=[CH:10][CH:11]=1)[C:8]1([CH2:14][CH2:13][CH2:12]1)[C:7](=[O:15])[C:6]([C:16]([NH:30][CH2:29][C:28]([O:27][C:23]([CH3:26])([CH3:25])[CH3:24])=[O:31])=[O:17])=[C:5]2[OH:21]. Given the reactants [Cl:1][C:2]1[CH:3]=[C:4]2[C:9](=[CH:10][CH:11]=1)[C:8]1([CH2:14][CH2:13][CH2:12]1)[C:7](=[O:15])[C:6]([C:16](OCC)=[O:17])=[C:5]2[OH:21].Cl.[C:23]([O:27][C:28](=[O:31])[CH2:29][NH2:30])([CH3:26])([CH3:25])[CH3:24].CCN(C(C)C)C(C)C, predict the reaction product.